This data is from Catalyst prediction with 721,799 reactions and 888 catalyst types from USPTO. The task is: Predict which catalyst facilitates the given reaction. (1) The catalyst class is: 24. Product: [OH:40][C:9]1[C:10]([C:28]2[NH:32][C:31]3[CH:33]=[CH:34][C:35]([C:37]([NH2:39])=[NH:38])=[CH:36][C:30]=3[N:29]=2)=[CH:11][C:12]([S:14](=[O:27])(=[O:26])[NH:15][C:16](=[O:25])[CH2:17][CH2:18][C:19]2[CH:20]=[N:21][CH:22]=[CH:23][CH:24]=2)=[CH:13][C:8]=1[C:4]1[CH:5]=[CH:6][CH:7]=[C:2]([NH:1][C:49]([NH2:50])=[O:48])[CH:3]=1. Reactant: [NH2:1][C:2]1[CH:3]=[C:4]([C:8]2[CH:13]=[C:12]([S:14](=[O:27])(=[O:26])[NH:15][C:16](=[O:25])[CH2:17][CH2:18][C:19]3[CH:20]=[N:21][CH:22]=[CH:23][CH:24]=3)[CH:11]=[C:10]([C:28]3[NH:32][C:31]4[CH:33]=[CH:34][C:35]([C:37]([NH2:39])=[NH:38])=[CH:36][C:30]=4[N:29]=3)[C:9]=2[OH:40])[CH:5]=[CH:6][CH:7]=1.C(N(CC)CC)C.[O-:48][C:49]#[N:50].[K+]. (2) Reactant: Cl.[CH3:2][O:3][C:4](=[O:30])[C@@H:5]([NH:8][C:9]([C:11]1[C:12]([CH3:29])=[N:13][C:14]([NH:18][CH2:19][CH2:20][CH2:21][C:22]2[CH:27]=[CH:26][CH:25]=[C:24]([OH:28])[CH:23]=2)=[N:15][C:16]=1[CH3:17])=[O:10])CN.O[C:32]1[CH:33]=[C:34]([CH:38]=[C:39]([OH:41])[CH:40]=1)[C:35]([OH:37])=O.C(N(CC)CC)C.CN([C:52]([O:56]N1N=NC2C=CC=CC1=2)=[N+](C)C)C.F[P-](F)(F)(F)(F)F.C1C=CC2N(O)N=[N:79]C=2C=1. Product: [CH3:2][O:3][C:4](=[O:30])[C:5]([NH:79][C:35](=[O:37])[C:34]1[CH:38]=[C:39]([OH:41])[CH:40]=[CH:32][CH:33]=1)([NH:8][C:9]([C:11]1[C:12]([CH3:29])=[N:13][C:14]([NH:18][CH2:19][CH2:20][CH2:21][C:22]2[CH:27]=[CH:26][CH:25]=[C:24]([OH:28])[CH:23]=2)=[N:15][C:16]=1[CH3:17])=[O:10])[CH2:52][OH:56]. The catalyst class is: 31. (3) Product: [C:1]([O:4][CH2:5][CH2:6][C:7]1[CH:8]=[C:9]2[C:13](=[CH:14][CH:15]=1)[N:12]([C:18]([O:20][C:21]([CH3:24])([CH3:23])[CH3:22])=[O:19])[CH:11]=[C:10]2[CH:16]=[O:17])(=[O:3])[CH3:2].[C:1]([O:4][CH2:5][CH2:6][C:7]1[CH:8]=[C:9]2[C:13](=[CH:14][CH:15]=1)[NH:12][CH:11]=[C:10]2[C:16](=[O:17])[CH:33]([NH:35][C:10]1[CH:11]=[N:12][CH:32]=[C:29]([O:28][CH3:26])[CH:31]=1)[C:34]1[CH:14]=[CH:15][CH:7]=[CH:6][CH:5]=1)(=[O:3])[CH3:2]. Reactant: [C:1]([O:4][CH2:5][CH2:6][C:7]1[CH:8]=[C:9]2[C:13](=[CH:14][CH:15]=1)[NH:12][CH:11]=[C:10]2[CH:16]=[O:17])(=[O:3])[CH3:2].[C:18](O[C:26]([O:28][C:29]([CH3:32])([CH3:31])C)=O)([O:20][C:21]([CH3:24])([CH3:23])[CH3:22])=[O:19].[C:33](#[N:35])[CH3:34]. The catalyst class is: 142. (4) Reactant: [C:1]([CH2:8][N:9]1[CH2:22][CH2:21][CH2:20][N:19]2[CH2:23][CH:24]([CH2:26][C:27]3[CH:32]=[CH:31][C:30]([N+:33]([O-])=O)=[CH:29][CH:28]=3)[CH2:25][N:12]([CH2:13][CH2:14][CH2:15][N:16]([CH2:36][C:37]([O:39]C(C)(C)C)=[O:38])[CH2:17][CH2:18]2)[CH2:11][CH2:10]1)([O:3]C(C)(C)C)=[O:2].C(O)(C(F)(F)F)=O. Product: [C:1]([CH2:8][N:9]1[CH2:22][CH2:21][CH2:20][N:19]2[CH2:23][CH:24]([CH2:26][C:27]3[CH:28]=[CH:29][C:30]([NH2:33])=[CH:31][CH:32]=3)[CH2:25][N:12]([CH2:13][CH2:14][CH2:15][N:16]([CH2:36][C:37]([OH:39])=[O:38])[CH2:17][CH2:18]2)[CH2:11][CH2:10]1)([OH:3])=[O:2]. The catalyst class is: 29.